From a dataset of Reaction yield outcomes from USPTO patents with 853,638 reactions. Predict the reaction yield, written as a fraction of the theoretical maximum amount of product (1.0 means a 100% yield; for example, 0.34 means a 34% yield). The reactants are [Br:1]Br.[F:3][C:4]1[CH:5]=[CH:6][C:7]2[C@@:13]3([CH3:19])[N:14]=[C:15]([NH2:18])[S:16][CH2:17][C@H:12]3[CH2:11][O:10][C:8]=2[CH:9]=1.[OH-].[Na+].O.C(=O)(O)[O-].[Na+]. The catalyst is C(O)(=O)C. The product is [Br:1][C:5]1[C:4]([F:3])=[CH:9][C:8]2[O:10][CH2:11][C@@H:12]3[CH2:17][S:16][C:15]([NH2:18])=[N:14][C@:13]3([CH3:19])[C:7]=2[CH:6]=1. The yield is 0.640.